This data is from Full USPTO retrosynthesis dataset with 1.9M reactions from patents (1976-2016). The task is: Predict the reactants needed to synthesize the given product. Given the product [NH2:1][C:2]1[CH:6]=[C:5]([C:7]2[CH:8]=[CH:9][C:10]([O:13][CH3:14])=[CH:11][CH:12]=2)[S:4][C:3]=1[C:15]([OH:17])=[O:16], predict the reactants needed to synthesize it. The reactants are: [NH2:1][C:2]1[CH:6]=[C:5]([C:7]2[CH:12]=[CH:11][C:10]([O:13][CH3:14])=[CH:9][CH:8]=2)[S:4][C:3]=1[C:15]([O:17]C)=[O:16].[OH-].[Li+].Cl.